From a dataset of Forward reaction prediction with 1.9M reactions from USPTO patents (1976-2016). Predict the product of the given reaction. (1) Given the reactants [CH2:1]([O:3][C:4]1[CH:14]=[CH:13][CH:12]=[CH:11][C:5]=1[C:6](OCC)=[O:7])[CH3:2].O.[NH2:16][NH2:17], predict the reaction product. The product is: [CH2:1]([O:3][C:4]1[CH:14]=[CH:13][CH:12]=[CH:11][C:5]=1[C:6]([NH:16][NH2:17])=[O:7])[CH3:2]. (2) Given the reactants [C:1]([O:5][C:6]([N:8]1[CH2:16][C:15]2[C:10](=[CH:11][CH:12]=[CH:13][C:14]=2[NH:17][CH2:18][C:19](=[O:33])[N:20]([CH2:26][C:27]2[CH:32]=[CH:31][CH:30]=[CH:29][CH:28]=2)[CH2:21][CH2:22][N:23]([CH3:25])[CH3:24])[CH2:9]1)=[O:7])([CH3:4])([CH3:3])[CH3:2].[C:34](O[C:34]([C:36]([F:39])([F:38])[F:37])=[O:35])([C:36]([F:39])([F:38])[F:37])=[O:35], predict the reaction product. The product is: [C:1]([O:5][C:6]([N:8]1[CH2:16][C:15]2[C:10](=[CH:11][CH:12]=[CH:13][C:14]=2[N:17]([CH2:18][C:19](=[O:33])[N:20]([CH2:26][C:27]2[CH:28]=[CH:29][CH:30]=[CH:31][CH:32]=2)[CH2:21][CH2:22][N:23]([CH3:25])[CH3:24])[C:34](=[O:35])[C:36]([F:39])([F:38])[F:37])[CH2:9]1)=[O:7])([CH3:4])([CH3:2])[CH3:3]. (3) Given the reactants [C:1]([O:5][C:6]([NH:8][CH:9]([CH2:29][CH2:30][O:31][C:32]1[CH:37]=[CH:36][C:35]([C:38]#[N:39])=[CH:34][CH:33]=1)[CH2:10][N:11]1[CH:16]2[CH2:17][CH2:18][CH:12]1[CH2:13][N:14](C(OCC1C=CC=CC=1)=O)[CH2:15]2)=[O:7])([CH3:4])([CH3:3])[CH3:2], predict the reaction product. The product is: [C:38]([C:35]1[CH:34]=[CH:33][C:32]([O:31][CH2:30][CH2:29][CH:9]([NH:8][C:6](=[O:7])[O:5][C:1]([CH3:2])([CH3:3])[CH3:4])[CH2:10][N:11]2[CH:12]3[CH2:18][CH2:17][CH:16]2[CH2:15][NH:14][CH2:13]3)=[CH:37][CH:36]=1)#[N:39]. (4) Given the reactants [NH2:1][C:2]1[CH:7]=[CH:6][C:5]([S:8][C:9]2[C:18]3[C:13](=[CH:14][CH:15]=[CH:16][CH:17]=3)[N:12](C(OC(C)(C)C)=O)/[C:11](=[C:26]3/[C:27]([CH:39]([CH3:41])[CH3:40])=[N:28][N:29](C(OC(C)(C)C)=O)[C:30]/3=[O:31])/[CH:10]=2)=[CH:4][CH:3]=1.[CH2:42]([S:44](Cl)(=[O:46])=[O:45])[CH3:43], predict the reaction product. The product is: [CH:39]([C:27]1=[N:28][NH:29][C:30](=[O:31])/[C:26]/1=[C:11]1\[NH:12][C:13]2[C:18]([C:9]([S:8][C:5]3[CH:6]=[CH:7][C:2]([NH:1][S:44]([CH2:42][CH3:43])(=[O:46])=[O:45])=[CH:3][CH:4]=3)=[CH:10]\1)=[CH:17][CH:16]=[CH:15][CH:14]=2)([CH3:41])[CH3:40]. (5) Given the reactants C(OC([N:8]1[CH2:13][CH2:12][N:11]([C:14]([C:16]2[NH:17][C:18]3[C:23]([CH:24]=2)=[CH:22][C:21]([O:25][CH:26]2[CH2:31][CH2:30][N:29]([CH:32]([CH3:34])[CH3:33])[CH2:28][CH2:27]2)=[CH:20][CH:19]=3)=[O:15])[CH2:10][CH2:9]1)=O)(C)(C)C.[ClH:35].C(OCC)C, predict the reaction product. The product is: [ClH:35].[ClH:35].[CH:32]([N:29]1[CH2:28][CH2:27][CH:26]([O:25][C:21]2[CH:22]=[C:23]3[C:18](=[CH:19][CH:20]=2)[NH:17][C:16]([C:14]([N:11]2[CH2:12][CH2:13][NH:8][CH2:9][CH2:10]2)=[O:15])=[CH:24]3)[CH2:31][CH2:30]1)([CH3:34])[CH3:33]. (6) Given the reactants [CH:1]1([C:5]2[CH:10]=[CH:9][C:8]([CH2:11][S:12][CH3:13])=[CH:7][C:6]=2[CH2:14][NH2:15])[CH2:4][CH2:3][CH2:2]1.[CH3:16][N:17]1[CH:21]=[C:20]([C:22]2[C:26]([CH3:27])=[C:25]([NH:28][C:29](=O)[O:30]C3C=CC=CC=3)[N:24]([C:38]3[CH:43]=[CH:42][CH:41]=[CH:40][CH:39]=3)[N:23]=2)[CH:19]=[N:18]1, predict the reaction product. The product is: [CH:1]1([C:5]2[CH:10]=[CH:9][C:8]([CH2:11][S:12][CH3:13])=[CH:7][C:6]=2[CH2:14][NH:15][C:29]([NH:28][C:25]2[N:24]([C:38]3[CH:39]=[CH:40][CH:41]=[CH:42][CH:43]=3)[N:23]=[C:22]([C:20]3[CH:19]=[N:18][N:17]([CH3:16])[CH:21]=3)[C:26]=2[CH3:27])=[O:30])[CH2:2][CH2:3][CH2:4]1.